From a dataset of Catalyst prediction with 721,799 reactions and 888 catalyst types from USPTO. Predict which catalyst facilitates the given reaction. (1) Reactant: N.[CH3:2][O:3][C:4]1[CH:5]=[C:6]2[C:11](=[CH:12][C:13]=1[O:14][CH2:15][CH2:16][O:17][CH2:18][CH2:19][O:20][CH3:21])[N:10]=[CH:9][N:8](COC(=O)C(C)(C)C)[C:7]2=[O:30]. Product: [CH3:2][O:3][C:4]1[CH:5]=[C:6]2[C:11](=[CH:12][C:13]=1[O:14][CH2:15][CH2:16][O:17][CH2:18][CH2:19][O:20][CH3:21])[N:10]=[CH:9][NH:8][C:7]2=[O:30]. The catalyst class is: 511. (2) Reactant: CC(C)=O.[C@@H:5]12[C:14](=[O:15])[O:13][C:11](=[O:12])[C@@H:6]1[CH2:7][CH2:8][CH2:9][CH2:10]2.[C:16]([O:21][CH2:22][CH2:23][OH:24])(=[O:20])[C:17]([CH3:19])=[CH2:18]. Product: [C:16]([O:21][CH2:22][CH2:23][O:24][C:11]([CH:6]1[CH2:7][CH2:8][CH2:9][CH2:10][CH:5]1[C:14]([OH:13])=[O:15])=[O:12])(=[O:20])[C:17]([CH3:19])=[CH2:18]. The catalyst class is: 777. (3) Reactant: [Cl:1][C:2]1[CH:3]=[CH:4][C:5]2[S:6][CH2:7][C:8](=[O:12])[NH:9][C:10]=2[N:11]=1.C([O-])([O-])=O.[Cs+].[Cs+].[CH2:19](Cl)[C:20]1[CH:27]=[CH:26][C:23]([O:24][CH3:25])=[CH:22][CH:21]=1. The catalyst class is: 3. Product: [Cl:1][C:2]1[CH:3]=[CH:4][C:5]2[S:6][CH2:7][C:8](=[O:12])[N:9]([CH2:19][C:20]3[CH:27]=[CH:26][C:23]([O:24][CH3:25])=[CH:22][CH:21]=3)[C:10]=2[N:11]=1. (4) Reactant: [F:1][C:2]1[C:7]([O:8][CH3:9])=[CH:6][C:5]([O:10][CH3:11])=[C:4]([F:12])[C:3]=1[N:13]1[CH2:22][C:21]2[CH:20]=[N:19][C:18]([C:23]3[CH2:28][N:27]([C:29]([O:31][C:32]([CH3:35])([CH3:34])[CH3:33])=[O:30])[CH2:26][CH2:25][CH:24]=3)=[CH:17][C:16]=2[CH2:15][C:14]1=[O:36]. Product: [F:12][C:4]1[C:5]([O:10][CH3:11])=[CH:6][C:7]([O:8][CH3:9])=[C:2]([F:1])[C:3]=1[N:13]1[CH2:22][C:21]2[CH:20]=[N:19][C:18]([CH:23]3[CH2:24][CH2:25][CH2:26][N:27]([C:29]([O:31][C:32]([CH3:34])([CH3:33])[CH3:35])=[O:30])[CH2:28]3)=[CH:17][C:16]=2[CH2:15][C:14]1=[O:36]. The catalyst class is: 19. (5) Reactant: [Cl:1][C:2]1[CH:7]=[C:6]([CH2:8]O)[CH:5]=[C:4]([NH:10][CH2:11][C:12]2[CH:17]=[CH:16][C:15]([O:18][CH3:19])=[CH:14][CH:13]=2)[N:3]=1.C(N(CC)CC)C.CS(Cl)(=O)=O.[Cl:32][C:33]1[CH:34]=[C:35]([CH:49]=[C:50]([CH3:52])[CH:51]=1)[C:36]([C:38]1[NH:43][C:42](=[O:44])[NH:41][C:40](=[O:45])[C:39]=1[CH:46]([CH3:48])[CH3:47])=[O:37].C(=O)([O-])[O-].[K+].[K+].[I-].[Li+]. Product: [Cl:1][C:2]1[CH:7]=[C:6]([CH2:8][N:43]2[C:38]([C:36](=[O:37])[C:35]3[CH:49]=[C:50]([CH3:52])[CH:51]=[C:33]([Cl:32])[CH:34]=3)=[C:39]([CH:46]([CH3:47])[CH3:48])[C:40](=[O:45])[NH:41][C:42]2=[O:44])[CH:5]=[C:4]([NH:10][CH2:11][C:12]2[CH:17]=[CH:16][C:15]([O:18][CH3:19])=[CH:14][CH:13]=2)[N:3]=1. The catalyst class is: 794. (6) Reactant: [N:1]1([C:7]2[C:16](O)=[C:15]3[C:10]([CH:11]=[CH:12][C:13]([CH3:18])=N3)=CC=2)[CH2:6][CH2:5][O:4][CH2:3][CH2:2]1.[C:19](=[O:22])([O-])[O-].[K+].[K+].[CH3:25][O:26][C:27]1[CH:28]=[C:29]([CH:32]=[C:33]([O:37][CH3:38])[C:34]=1[O:35][CH3:36])[CH2:30]Cl.[CH3:39][N:40](C=O)C. Product: [N:1]1([CH2:7][C:16]2[C:19]([O:22][CH2:30][C:29]3[CH:28]=[C:27]([O:26][CH3:25])[C:34]([O:35][CH3:36])=[C:33]([O:37][CH3:38])[CH:32]=3)=[C:39]3[C:11]([CH:12]=[CH:13][CH:18]=[N:40]3)=[CH:10][CH:15]=2)[CH2:2][CH2:3][O:4][CH2:5][CH2:6]1. The catalyst class is: 13.